Dataset: Acute oral toxicity (LD50) regression data from Zhu et al.. Task: Regression/Classification. Given a drug SMILES string, predict its toxicity properties. Task type varies by dataset: regression for continuous values (e.g., LD50, hERG inhibition percentage) or binary classification for toxic/non-toxic outcomes (e.g., AMES mutagenicity, cardiotoxicity, hepatotoxicity). Dataset: ld50_zhu. The drug is CC(COc1ccc(Cl)cc1Cl)C(=O)O. The rat oral LD50 is 2.49, given as -log10 of the dose in mol/kg body weight (higher means more acutely toxic).